Dataset: Full USPTO retrosynthesis dataset with 1.9M reactions from patents (1976-2016). Task: Predict the reactants needed to synthesize the given product. (1) The reactants are: [NH2:1][C:2]1[C:11]([NH2:12])=[C:10]2[C:5]([C:6](=[O:23])[C:7]([C:16]3[CH:21]=[CH:20][C:19]([Cl:22])=[CH:18][CH:17]=3)=[C:8]([CH:13]([CH3:15])[CH3:14])[O:9]2)=[CH:4][CH:3]=1.Cl.[C:25](O)(=O)[CH3:26]. Given the product [Cl:22][C:19]1[CH:18]=[CH:17][C:16]([C:7]2[C:6](=[O:23])[C:5]3[CH:4]=[CH:3][C:2]4[NH:1][C:25]([CH3:26])=[N:12][C:11]=4[C:10]=3[O:9][C:8]=2[CH:13]([CH3:14])[CH3:15])=[CH:21][CH:20]=1, predict the reactants needed to synthesize it. (2) The reactants are: [CH:1]1([CH2:4][N:5]([CH2:18][CH2:19][CH3:20])[C:6]2[CH:13]=[CH:12][C:11]([C:14]([F:17])([F:16])[F:15])=[CH:10][C:7]=2[CH:8]=O)[CH2:3][CH2:2]1.Cl.[NH2:22][OH:23].C([O-])(=O)C.[Na+]. Given the product [CH:1]1([CH2:4][N:5]([CH2:18][CH2:19][CH3:20])[C:6]2[CH:13]=[CH:12][C:11]([C:14]([F:17])([F:16])[F:15])=[CH:10][C:7]=2[CH:8]=[N:22][OH:23])[CH2:3][CH2:2]1, predict the reactants needed to synthesize it. (3) Given the product [ClH:22].[NH:8]1[CH2:13][CH2:12][CH:11]([C:14]2[CH:19]=[CH:18][CH:17]=[CH:16][C:15]=2[CH2:20][OH:21])[CH2:10][CH2:9]1, predict the reactants needed to synthesize it. The reactants are: C(OC([N:8]1[CH2:13][CH2:12][CH:11]([C:14]2[CH:19]=[CH:18][CH:17]=[CH:16][C:15]=2[CH2:20][OH:21])[CH2:10][CH2:9]1)=O)(C)(C)C.[ClH:22]. (4) Given the product [Cl:30][C:14]1[CH:15]=[C:16]([C:9]2[CH:10]=[C:11]3[C:6](=[CH:7][CH:8]=2)[NH:5][C:4](=[O:12])[C:3]3([CH2:20][CH3:21])[CH2:1][CH3:2])[CH:27]=[CH:28][CH:13]=1, predict the reactants needed to synthesize it. The reactants are: [CH2:1]([C:3]1[C:4](=[O:12])[N:5]=[C:6]2[C:11]=1[CH:10]=[CH:9][CH:8]=[CH:7]2)[CH3:2].[CH2:13]([Li])[CH2:14][CH2:15][CH3:16].CN(C)[CH2:20][CH2:21]N(C)C.I[CH2:27][CH3:28].[NH4+].[Cl-:30]. (5) Given the product [CH2:1]([N:8]1[CH2:13][CH2:12][N:11]2[C:14]([CH:22]([OH:24])[CH3:23])=[N:15][CH:16]=[C:10]2[CH2:9]1)[C:2]1[CH:7]=[CH:6][CH:5]=[CH:4][CH:3]=1, predict the reactants needed to synthesize it. The reactants are: [CH2:1]([N:8]1[CH2:13][CH2:12][N:11]2[CH:14]=[N:15][CH:16]=[C:10]2[CH2:9]1)[C:2]1[CH:7]=[CH:6][CH:5]=[CH:4][CH:3]=1.[Li]CCCC.[CH:22](=[O:24])[CH3:23].